Task: Predict which catalyst facilitates the given reaction.. Dataset: Catalyst prediction with 721,799 reactions and 888 catalyst types from USPTO Reactant: [NH2:1][C@@H:2]1[C@@H:7]([C:8]2[CH:13]=[CH:12][CH:11]=[CH:10][CH:9]=2)[CH2:6][CH2:5][N:4]([C:14]([O:16][C:17]([CH3:20])([CH3:19])[CH3:18])=[O:15])[CH2:3]1.C(N(CC)CC)C.[N+:28]([C:31]1[CH:36]=[CH:35][CH:34]=[CH:33][C:32]=1[S:37](Cl)(=[O:39])=[O:38])([O-:30])=[O:29].[Cl-].[NH4+]. Product: [N+:28]([C:31]1[CH:36]=[CH:35][CH:34]=[CH:33][C:32]=1[S:37]([NH:1][C@@H:2]1[C@@H:7]([C:8]2[CH:13]=[CH:12][CH:11]=[CH:10][CH:9]=2)[CH2:6][CH2:5][N:4]([C:14]([O:16][C:17]([CH3:20])([CH3:19])[CH3:18])=[O:15])[CH2:3]1)(=[O:39])=[O:38])([O-:30])=[O:29]. The catalyst class is: 2.